This data is from Full USPTO retrosynthesis dataset with 1.9M reactions from patents (1976-2016). The task is: Predict the reactants needed to synthesize the given product. (1) Given the product [F:1][C:2]1[C:7]([F:8])=[CH:6][CH:5]=[CH:4][C:3]=1[O:9][CH2:10][CH2:11][N:17]([CH2:16][CH2:15][O:14][CH3:13])[CH3:18], predict the reactants needed to synthesize it. The reactants are: [F:1][C:2]1[C:7]([F:8])=[CH:6][CH:5]=[CH:4][C:3]=1[O:9][CH2:10][CH2:11]Cl.[CH3:13][O:14][CH2:15][CH2:16][NH:17][CH3:18].[I-].[K+].P([O-])([O-])([O-])=O.[K+].[K+].[K+]. (2) The reactants are: [CH3:1][C:2]1[CH2:3][C:4]2[C:9]([CH:10]=1)=[CH:8][CH:7]=[CH:6][CH:5]=2.[C:11]1([CH3:17])[CH:16]=[CH:15][CH:14]=[CH:13][CH:12]=1.[CH2:18]([Li])[CH2:19][CH2:20]C.[CH2:23]([Si:29]([CH2:32][CH2:33][CH2:34][CH2:35][CH2:36][CH3:37])(Cl)Cl)[CH2:24][CH2:25][CH2:26][CH2:27][CH3:28]. Given the product [CH2:23]([Si:29]([CH2:32][CH2:33][CH2:34][CH2:35][CH2:36][CH3:37])([CH:18]1[C:16]2[C:11](=[CH:12][CH:13]=[CH:14][CH:15]=2)[CH:17]=[C:19]1[CH3:20])[CH:3]1[C:4]2[C:9](=[CH:8][CH:7]=[CH:6][CH:5]=2)[CH:10]=[C:2]1[CH3:1])[CH2:24][CH2:25][CH2:26][CH2:27][CH3:28], predict the reactants needed to synthesize it. (3) Given the product [CH3:28][O:27][CH2:26][C@@H:24]1[CH2:23][N:22]([C:29]([O:31][C:32]([CH3:33])([CH3:35])[CH3:34])=[O:30])[C@H:21]([C:19]2[NH:18][C:17]3[C:36]4[C:13]([CH2:14][CH2:15][C:16]=3[N:20]=2)=[CH:12][C:11]2[C:5]3[C:6]([CH2:8][O:9][C:10]=2[CH:37]=4)=[CH:7][C:2]([B:38]2[O:42][C:41]([CH3:44])([CH3:43])[C:40]([CH3:46])([CH3:45])[O:39]2)=[CH:3][CH:4]=3)[CH2:25]1, predict the reactants needed to synthesize it. The reactants are: Cl[C:2]1[CH:7]=[C:6]2[CH2:8][O:9][C:10]3[CH:37]=[C:36]4[C:13]([CH2:14][CH2:15][C:16]5[N:20]=[C:19]([C@@H:21]6[CH2:25][C@H:24]([CH2:26][O:27][CH3:28])[CH2:23][N:22]6[C:29]([O:31][C:32]([CH3:35])([CH3:34])[CH3:33])=[O:30])[NH:18][C:17]=54)=[CH:12][C:11]=3[C:5]2=[CH:4][CH:3]=1.[B:38]1([B:38]2[O:42][C:41]([CH3:44])([CH3:43])[C:40]([CH3:46])([CH3:45])[O:39]2)[O:42][C:41]([CH3:44])([CH3:43])[C:40]([CH3:46])([CH3:45])[O:39]1.C([O-])(=O)C.[K+].C1(P(C2CCCCC2)C2C=CC=CC=2C2C(CCC)=CC(CCC)=CC=2CCC)CCCCC1. (4) Given the product [Cl:8][C:9]([O:11][CH2:12][CH:13]([CH3:15])[CH3:14])=[O:10].[CH3:1][N:2]1[CH2:7][CH2:6][O:5][CH2:4][CH2:3]1, predict the reactants needed to synthesize it. The reactants are: [CH3:1][N:2]1[CH2:7][CH2:6][O:5][CH2:4][CH2:3]1.[Cl:8][C:9]([O:11][CH2:12][CH:13]([CH3:15])[CH3:14])=[O:10].Cl.O. (5) Given the product [C:3]1([CH2:14][OH:15])[C:4]([CH2:7][OH:8])=[CH:5][CH:6]=[CH:1][CH:2]=1, predict the reactants needed to synthesize it. The reactants are: [C:1]1(CO)[CH:6]=[CH:5][C:4]([CH2:7][OH:8])=[CH:3][CH:2]=1.C(O)(=O)CC[C:14](C)=[O:15].C(N=C=NC(C)C)(C)C.